Dataset: Forward reaction prediction with 1.9M reactions from USPTO patents (1976-2016). Task: Predict the product of the given reaction. (1) Given the reactants [ClH:1].[O:2]1[C:6]2[CH:7]=[CH:8][C:9]([CH:11]([CH2:16][C:17]3[O:21][N:20]=[C:19]([CH2:22][CH2:23][CH2:24][CH2:25][NH:26][C:27]4[CH2:32][CH2:31][CH2:30][CH2:29][N:28]=4)[N:18]=3)[CH2:12][C:13]([OH:15])=[O:14])=[CH:10][C:5]=2[O:4][CH2:3]1.[C:33]1(C(=N)OCC)C=CC=C[CH:34]=1, predict the reaction product. The product is: [ClH:1].[O:2]1[C:6]2[CH:7]=[CH:8][C:9]([CH:11]([CH2:16][C:17]3[O:21][N:20]=[C:19]([CH2:22][CH2:23][CH2:24][CH2:25][NH:26][C:27](=[NH:28])[C:32]4[CH:34]=[CH:33][CH:29]=[CH:30][CH:31]=4)[N:18]=3)[CH2:12][C:13]([OH:15])=[O:14])=[CH:10][C:5]=2[O:4][CH2:3]1. (2) Given the reactants C([O:4][CH2:5][C:6]1[C:11]([C:12]2[CH:17]=[CH:16][N:15]=[C:14]3[NH:18][C:19]([C:21]4[CH:26]=[CH:25][C:24]([C:27]([N:29]5[CH2:34][CH2:33][O:32][CH2:31][CH2:30]5)=[O:28])=[CH:23][CH:22]=4)=[N:20][C:13]=23)=[CH:10][CH:9]=[CH:8][C:7]=1[N:35]1[CH2:44][CH2:43][C:42]2[C:37](=[CH:38][CH:39]=[C:40]([CH:45]3[CH2:47][CH2:46]3)[CH:41]=2)[C:36]1=[O:48])(=O)C.O.[OH-].[Li+].C(O)(C)C.C1COCC1.O, predict the reaction product. The product is: [CH:45]1([C:40]2[CH:41]=[C:42]3[C:37](=[CH:38][CH:39]=2)[C:36](=[O:48])[N:35]([C:7]2[CH:8]=[CH:9][CH:10]=[C:11]([C:12]4[CH:17]=[CH:16][N:15]=[C:14]5[NH:18][C:19]([C:21]6[CH:26]=[CH:25][C:24]([C:27]([N:29]7[CH2:34][CH2:33][O:32][CH2:31][CH2:30]7)=[O:28])=[CH:23][CH:22]=6)=[N:20][C:13]=45)[C:6]=2[CH2:5][OH:4])[CH2:44][CH2:43]3)[CH2:46][CH2:47]1. (3) Given the reactants [CH3:1][O:2][C:3](=[O:49])[CH2:4][CH2:5][C:6]1[CH:11]=[CH:10][C:9]([O:12][CH2:13][C@@H:14]([O:22][C:23]2[CH:28]=[CH:27][C:26]([C:29]([O:38]CC3C=CC(OC)=CC=3)([C:34]([F:37])([F:36])[F:35])[C:30]([F:33])([F:32])[F:31])=[CH:25][C:24]=2[CH3:48])[CH2:15][C:16]2[CH:21]=[CH:20][CH:19]=[CH:18][CH:17]=2)=[CH:8][CH:7]=1, predict the reaction product. The product is: [CH3:1][O:2][C:3](=[O:49])[CH2:4][CH2:5][C:6]1[CH:7]=[CH:8][C:9]([O:12][CH2:13][C@@H:14]([O:22][C:23]2[CH:28]=[CH:27][C:26]([C:29]([OH:38])([C:30]([F:33])([F:32])[F:31])[C:34]([F:35])([F:36])[F:37])=[CH:25][C:24]=2[CH3:48])[CH2:15][C:16]2[CH:17]=[CH:18][CH:19]=[CH:20][CH:21]=2)=[CH:10][CH:11]=1.